From a dataset of Catalyst prediction with 721,799 reactions and 888 catalyst types from USPTO. Predict which catalyst facilitates the given reaction. (1) Reactant: [Cl:1][C:2]1[C:10]2[C:5](=[CH:6][C:7]([CH2:11][N:12]([C:27]3[N:28]=[CH:29][C:30]4[C:35]([C:36]=3[CH3:37])=[CH:34][CH:33]=[CH:32][CH:31]=4)[S:13]([C:16]3[CH:26]=[CH:25][C:19]([C:20]([O:22][CH2:23][CH3:24])=[O:21])=[CH:18][CH:17]=3)(=[O:15])=[O:14])=[CH:8][CH:9]=2)[NH:4][CH:3]=1.[H-].[Na+].[CH3:40]I.O. Product: [Cl:1][C:2]1[C:10]2[C:5](=[CH:6][C:7]([CH2:11][N:12]([C:27]3[N:28]=[CH:29][C:30]4[C:35]([C:36]=3[CH3:37])=[CH:34][CH:33]=[CH:32][CH:31]=4)[S:13]([C:16]3[CH:17]=[CH:18][C:19]([C:20]([O:22][CH2:23][CH3:24])=[O:21])=[CH:25][CH:26]=3)(=[O:14])=[O:15])=[CH:8][CH:9]=2)[N:4]([CH3:40])[CH:3]=1. The catalyst class is: 9. (2) Reactant: [Cl-].[Mg+2].[Cl-].[CH3:4][S:5]([CH2:8]P(=O)(OCC)OCC)(=[O:7])=[O:6].C(N(CC)CC)C.[Cl:24][C:25]1[CH:26]=[C:27]([C:32](=O)[C:33]([F:36])([F:35])[F:34])[CH:28]=[C:29]([Cl:31])[CH:30]=1.[C:38]1(C)[CH:43]=[CH:42]C=[CH:40][CH:39]=1. Product: [C:4]1([S:5]([CH:8]=[C:32]([C:27]2[CH:26]=[C:25]([Cl:24])[CH:30]=[C:29]([Cl:31])[CH:28]=2)[C:33]([F:36])([F:35])[F:34])(=[O:6])=[O:7])[CH:42]=[CH:43][CH:38]=[CH:39][CH:40]=1. The catalyst class is: 192. (3) Reactant: [NH2:1][CH2:2][C:3]1[C:4]([F:23])=[C:5]([O:10][C:11]2[CH:12]=[C:13]([CH:16]=[C:17]([C:19]([F:22])([F:21])[F:20])[CH:18]=2)[C:14]#[N:15])[C:6]([Cl:9])=[CH:7][CH:8]=1.[Br:24][C:25]1[N:26]=[CH:27][NH:28][C:29]=1[C:30](O)=[O:31].C(N(C(C)C)CC)(C)C.CN(C(ON1N=NC2C=CC=NC1=2)=[N+](C)C)C.F[P-](F)(F)(F)(F)F. Product: [Br:24][C:25]1[N:26]=[CH:27][NH:28][C:29]=1[C:30]([NH:1][CH2:2][C:3]1[CH:8]=[CH:7][C:6]([Cl:9])=[C:5]([O:10][C:11]2[CH:18]=[C:17]([C:19]([F:22])([F:20])[F:21])[CH:16]=[C:13]([C:14]#[N:15])[CH:12]=2)[C:4]=1[F:23])=[O:31]. The catalyst class is: 31. (4) Reactant: [CH3:1][O:2][C@H:3]1[CH2:8][CH2:7][CH2:6][C@@H:5]([C:9]2[N:10]=[CH:11][C:12]([NH2:15])=[N:13][CH:14]=2)[CH2:4]1.C1C(=O)N([Br:23])C(=O)C1. Product: [Br:23][C:11]1[C:12]([NH2:15])=[N:13][CH:14]=[C:9]([C@@H:5]2[CH2:6][CH2:7][CH2:8][C@H:3]([O:2][CH3:1])[CH2:4]2)[N:10]=1. The catalyst class is: 10. (5) Reactant: [Cl:1][C:2]1[N:7]=[CH:6][C:5]2[CH:8]=[CH:9][NH:10][C:4]=2[C:3]=1[I:11].[H-].[Na+].S(OC)(O[CH3:18])(=O)=O.O. Product: [Cl:1][C:2]1[N:7]=[CH:6][C:5]2[CH:8]=[CH:9][N:10]([CH3:18])[C:4]=2[C:3]=1[I:11]. The catalyst class is: 9. (6) Product: [CH2:1]([C:5]1[CH:6]=[C:7]2[N:12]([C:13]=1[C:28]([C:27]1[CH:31]=[CH:32][C:24]([CH2:23][CH2:22][CH2:21][Cl:20])=[CH:25][CH:26]=1)=[O:29])[CH:11]=[CH:10][C:9]([C:14]([O:16][CH:17]([CH3:18])[CH3:19])=[O:15])=[CH:8]2)[CH2:2][CH2:3][CH3:4]. The catalyst class is: 6. Reactant: [CH2:1]([C:5]1[CH:6]=[C:7]2[N:12]([CH:13]=1)[CH:11]=[CH:10][C:9]([C:14]([O:16][CH:17]([CH3:19])[CH3:18])=[O:15])=[CH:8]2)[CH2:2][CH2:3][CH3:4].[Cl:20][CH2:21][CH2:22][CH2:23][C:24]1[CH:32]=[CH:31][C:27]([C:28](Cl)=[O:29])=[CH:26][CH:25]=1.C([O-])([O-])=O.[Na+].[Na+]. (7) Reactant: [CH3:1][S:2](Cl)(=[O:4])=[O:3].C(N(CC)C(C)C)(C)C.[NH2:15][CH:16]1[CH2:19][N:18]([C:20]([C:22]2[N:23]=[C:24]3[C:29]([C:30]([F:33])([F:32])[F:31])=[CH:28][C:27]([C:34]4[CH:38]=[CH:37][O:36][CH:35]=4)=[CH:26][N:25]3[C:39]=2[Cl:40])=[O:21])[CH2:17]1.O. Product: [Cl:40][C:39]1[N:25]2[CH:26]=[C:27]([C:34]3[CH:38]=[CH:37][O:36][CH:35]=3)[CH:28]=[C:29]([C:30]([F:33])([F:32])[F:31])[C:24]2=[N:23][C:22]=1[C:20]([N:18]1[CH2:19][CH:16]([NH:15][S:2]([CH3:1])(=[O:4])=[O:3])[CH2:17]1)=[O:21]. The catalyst class is: 3.